Dataset: Catalyst prediction with 721,799 reactions and 888 catalyst types from USPTO. Task: Predict which catalyst facilitates the given reaction. (1) Reactant: [C:1]([O:5][CH2:6][CH2:7][O:8][CH2:9][CH2:10][OH:11])(=[O:4])[CH:2]=[CH2:3].C(N([CH2:17][CH3:18])CC)C.[C:19](Cl)(=[O:23])[C:20](Cl)=[O:21]. Product: [C:1]([O:5][CH2:6][CH2:7][O:8][CH2:9][CH2:10][O:11][C:19](=[O:23])[C:20]([O:11][CH2:10][CH2:9][O:8][CH2:7][CH2:6][O:5][C:1](=[O:4])[CH:17]=[CH2:18])=[O:21])(=[O:4])[CH:2]=[CH2:3]. The catalyst class is: 2. (2) The catalyst class is: 744. Product: [I:44][C:14]1[CH:19]=[CH:18][C:17]([C:20]2[CH:25]=[CH:24][C:23]([CH2:26][CH3:27])=[C:22]([CH:28]3[C:33](=[O:34])[C:32]([CH3:36])([CH3:35])[O:31][C:30]([CH3:38])([CH3:37])[C:29]3=[O:39])[CH:21]=2)=[CH:16][CH:15]=1. Reactant: O.C1(C)C=CC(S(O)(=O)=O)=CC=1.N[C:14]1[CH:19]=[CH:18][C:17]([C:20]2[CH:25]=[CH:24][C:23]([CH2:26][CH3:27])=[C:22]([CH:28]3[C:33](=[O:34])[C:32]([CH3:36])([CH3:35])[O:31][C:30]([CH3:38])([CH3:37])[C:29]3=[O:39])[CH:21]=2)=[CH:16][CH:15]=1.N([O-])=O.[Na+].[I-:44].[K+].C(=O)(O)[O-].[Na+].